Dataset: Experimentally validated miRNA-target interactions with 360,000+ pairs, plus equal number of negative samples. Task: Binary Classification. Given a miRNA mature sequence and a target amino acid sequence, predict their likelihood of interaction. (1) The miRNA is hsa-miR-6789-3p with sequence CGGCGCCCGUGUCUCCUCCAG. The protein sequence of the target gene is MTPVNVALIRDTKWLTLEVCREFQRGTCSRADAECRFAHPPRVCHVENGRVVACFDSLKGRCTRENCKYLHPPPHLKSQLEVNGRNNLIQQKTAAAMFAQHMQLMLQNAQMSSLASFPMNPSLAANPAMAFNPYMTHPGMGLVPAELLPNGPVLISGNPPLALPGVPGPKPIRTDRLEVCREFQRGNCTRGESECRYAHPTDVSMIEVTDNSVTICMDYIKGRCSREKCKYFHPPPHLQAKLRAAHHQMNHSAANAMALPHGALQLIPKRSALDKANGATPVFNPSVFHCQQALANMQIP.... Result: 0 (no interaction). (2) The miRNA is cel-miR-789-3p with sequence UCCCUGCCUGGGUCACCAAUUGU. The protein sequence of the target gene is MSVEAYGPSSQTLTFLDTEEAELLGADTQGSEFEFTDFTLPSQTQTPPGGPGGPGGGGAGGPGGAGAGAAAGQLDAQVGPEGILQNGAVDDSVAKTSQLLAELNFEEDEEDTYYTKDLPIHACSYCGIHDPACVVYCNTSKKWFCNGRGNTSGSHIVNHLVRAKCKEVTLHKDGPLGETVLECYNCGCRNVFLLGFIPAKADSVVVLLCRQPCASQSSLKDINWDSSQWQPLIQDRCFLSWLVKIPSEQEQLRARQITAQQINKLEELWKENPSATLEDLEKPGVDEEPQHVLLRYEDAY.... Result: 0 (no interaction).